From a dataset of NCI-60 drug combinations with 297,098 pairs across 59 cell lines. Regression. Given two drug SMILES strings and cell line genomic features, predict the synergy score measuring deviation from expected non-interaction effect. Drug 1: CCCS(=O)(=O)NC1=C(C(=C(C=C1)F)C(=O)C2=CNC3=C2C=C(C=N3)C4=CC=C(C=C4)Cl)F. Drug 2: CC(C)CN1C=NC2=C1C3=CC=CC=C3N=C2N. Cell line: HCC-2998. Synergy scores: CSS=-6.51, Synergy_ZIP=8.24, Synergy_Bliss=3.46, Synergy_Loewe=-8.23, Synergy_HSA=-9.45.